From a dataset of Forward reaction prediction with 1.9M reactions from USPTO patents (1976-2016). Predict the product of the given reaction. Given the reactants FC(F)(F)C(O)=O.[BH4-].[Na+].[F:10][C:11]1[CH:16]=[CH:15][C:14]([C:17]2[O:18][CH:19]=[C:20]([CH:22]([OH:25])[C:23]#[N:24])[N:21]=2)=[CH:13][CH:12]=1, predict the reaction product. The product is: [NH2:24][CH2:23][CH:22]([C:20]1[N:21]=[C:17]([C:14]2[CH:15]=[CH:16][C:11]([F:10])=[CH:12][CH:13]=2)[O:18][CH:19]=1)[OH:25].